This data is from Forward reaction prediction with 1.9M reactions from USPTO patents (1976-2016). The task is: Predict the product of the given reaction. (1) Given the reactants [CH2:1]([C:3]1[C:11]2[C:6](=[CH:7][CH:8]=[CH:9][C:10]=2[NH:12][C:13]([C:15]2[N:19]3[CH:20]=[CH:21][C:22]([C:24](O)=[O:25])=[CH:23][C:18]3=[N:17][CH:16]=2)=[O:14])[N:5]([CH2:27][C:28]2[CH:33]=[CH:32][CH:31]=[C:30]([CH3:34])[N:29]=2)[N:4]=1)[CH3:2].N1(C(N2C=CN=C2)=O)C=CN=C1.[NH2:47][CH:48]1[CH2:52][CH2:51][N:50](C(OC(C)(C)C)=O)[CH2:49]1, predict the reaction product. The product is: [CH2:1]([C:3]1[C:11]2[C:6](=[CH:7][CH:8]=[CH:9][C:10]=2[NH:12][C:13]([C:15]2[N:19]3[CH:20]=[CH:21][C:22]([C:24]([NH:47][CH:48]4[CH2:52][CH2:51][NH:50][CH2:49]4)=[O:25])=[CH:23][C:18]3=[N:17][CH:16]=2)=[O:14])[N:5]([CH2:27][C:28]2[CH:33]=[CH:32][CH:31]=[C:30]([CH3:34])[N:29]=2)[N:4]=1)[CH3:2]. (2) The product is: [CH3:1][C:2]1([CH3:32])[O:7][C:6]2[CH:8]=[CH:9][C:10]([C@H:12]3[O:16][C:15](=[O:17])[N:14]([CH2:18][CH2:19][C:20]4[CH:31]=[CH:30][C:23]5[O:24][CH2:25][C@@H:26]([CH2:28][O:29][CH2:36][C:37]6[CH:38]=[C:39]([CH:42]=[CH:43][CH:44]=6)[C:40]#[N:41])[O:27][C:22]=5[CH:21]=4)[CH2:13]3)=[CH:11][C:5]=2[CH2:4][O:3]1. Given the reactants [CH3:1][C:2]1([CH3:32])[O:7][C:6]2[CH:8]=[CH:9][C:10]([C@H:12]3[O:16][C:15](=[O:17])[N:14]([CH2:18][CH2:19][C:20]4[CH:31]=[CH:30][C:23]5[O:24][CH2:25][C@@H:26]([CH2:28][OH:29])[O:27][C:22]=5[CH:21]=4)[CH2:13]3)=[CH:11][C:5]=2[CH2:4][O:3]1.[H-].[Na+].Br[CH2:36][C:37]1[CH:38]=[C:39]([CH:42]=[CH:43][CH:44]=1)[C:40]#[N:41], predict the reaction product. (3) Given the reactants C([CH:10]([O:38]C(C1C=CC=CC=1)C1C=CC=CC=1)[C@:11]1([CH2:28][O:29][C:30](=[O:37])[C:31]2[CH:36]=[CH:35][CH:34]=[CH:33][CH:32]=2)[O:17][C@@H:14]([O:15][CH3:16])[C@@H:13]([F:18])[C@@H:12]1[O:19][C:20](=[O:27])[C:21]1[CH:26]=[CH:25][CH:24]=[CH:23][CH:22]=1)C1C=CC(OC)=CC=1, predict the reaction product. The product is: [C:20]([O:19][C@@H:12]1[C@@:11]([CH2:10][OH:38])([CH2:28][O:29][C:30](=[O:37])[C:31]2[CH:36]=[CH:35][CH:34]=[CH:33][CH:32]=2)[O:17][C@@H:14]([O:15][CH3:16])[C@H:13]1[F:18])(=[O:27])[C:21]1[CH:22]=[CH:23][CH:24]=[CH:25][CH:26]=1. (4) Given the reactants [F:1][C:2]1[CH:3]=[C:4]([CH:8]=[C:9]([F:11])[CH:10]=1)[C:5](Cl)=[O:6].[CH3:12][O:13][C:14]1[CH:15]=[C:16]([C:20]2([OH:26])[CH2:25][CH2:24][CH2:23][NH:22][CH2:21]2)[CH:17]=[CH:18][CH:19]=1, predict the reaction product. The product is: [F:1][C:2]1[CH:3]=[C:4]([C:5]([N:22]2[CH2:23][CH2:24][CH2:25][C:20]([OH:26])([C:16]3[CH:17]=[CH:18][CH:19]=[C:14]([O:13][CH3:12])[CH:15]=3)[CH2:21]2)=[O:6])[CH:8]=[C:9]([F:11])[CH:10]=1. (5) Given the reactants Br[C:2]1[CH:18]=[CH:17][C:5]([O:6][C@H:7]2[CH2:10][C@H:9]([N:11]3[CH2:16][CH2:15][CH2:14][CH2:13][CH2:12]3)[CH2:8]2)=[CH:4][CH:3]=1.C([Li])CCC.[C:24](=[O:26])=[O:25].O, predict the reaction product. The product is: [N:11]1([C@H:9]2[CH2:10][C@H:7]([O:6][C:5]3[CH:17]=[CH:18][C:2]([C:24]([OH:26])=[O:25])=[CH:3][CH:4]=3)[CH2:8]2)[CH2:16][CH2:15][CH2:14][CH2:13][CH2:12]1. (6) Given the reactants [CH3:1][N:2]1[CH:6]=[C:5](B2OC(C)(C)C(C)(C)O2)[CH:4]=[N:3]1.Br[C:17]1[CH:18]=[C:19]2[CH:25]=[CH:24][N:23]([S:26]([C:29]3[CH:34]=[CH:33][CH:32]=[CH:31][CH:30]=3)(=[O:28])=[O:27])[C:20]2=[N:21][CH:22]=1.C(=O)([O-])[O-].[Na+].[Na+], predict the reaction product. The product is: [CH3:1][N:2]1[CH:6]=[C:5]([C:17]2[CH:18]=[C:19]3[CH:25]=[CH:24][N:23]([S:26]([C:29]4[CH:30]=[CH:31][CH:32]=[CH:33][CH:34]=4)(=[O:27])=[O:28])[C:20]3=[N:21][CH:22]=2)[CH:4]=[N:3]1.